Task: Predict the reaction yield, written as a fraction of the theoretical maximum amount of product (1.0 means a 100% yield; for example, 0.34 means a 34% yield).. Dataset: Reaction yield outcomes from USPTO patents with 853,638 reactions (1) The reactants are [CH:1]1([N:7]2[C:16]3[C:11](=[CH:12][N:13]=[C:14]4[N:19](S(C5C=CC(C)=CC=5)(=O)=O)[CH:18]=[CH:17][C:15]4=3)[CH2:10][CH2:9][CH2:8]2)[CH2:6][CH2:5][CH2:4][CH2:3][CH2:2]1.[OH-].[Na+].CCOC(C)=O.O. The catalyst is O1CCOCC1. The product is [CH:1]1([N:7]2[C:16]3[C:11](=[CH:12][N:13]=[C:14]4[NH:19][CH:18]=[CH:17][C:15]4=3)[CH2:10][CH2:9][CH2:8]2)[CH2:2][CH2:3][CH2:4][CH2:5][CH2:6]1. The yield is 0.640. (2) The reactants are [C:1](#[N:3])[CH3:2].[CH2:4]([Li])[CH2:5][CH2:6][CH3:7].C([O:16][C:17]([N:19]([CH2:29][C:30]1[CH:31]=[C:32]([CH:37]=[CH:38][CH:39]=1)[C:33]([O:35]C)=O)[CH2:20][C:21]1[CH:26]=[CH:25][C:24]([O:27][CH3:28])=[CH:23][CH:22]=1)=[O:18])C1C=CC=CC=1.O1C[CH2:43][CH2:42][CH2:41]1. No catalyst specified. The product is [CH2:4]([O:16][C:17](=[O:18])[N:19]([CH2:29][C:30]1[CH:39]=[CH:38][CH:37]=[C:32]([C:33](=[O:35])[CH2:2][C:1]#[N:3])[CH:31]=1)[CH2:20][C:21]1[CH:26]=[CH:25][C:24]([O:27][CH3:28])=[CH:23][CH:22]=1)[C:5]1[CH:43]=[CH:42][CH:41]=[CH:7][CH:6]=1. The yield is 0.960. (3) The catalyst is ClCCl.O1CCOCC1. The yield is 0.970. The product is [ClH:23].[F:1][C:2]1[CH:3]=[CH:4][C:5]([O:6][CH2:7][CH:8]2[CH2:9][CH2:10][NH:11][CH2:12][CH2:13]2)=[CH:21][CH:22]=1. The reactants are [F:1][C:2]1[CH:22]=[CH:21][C:5]([O:6][CH2:7][CH:8]2[CH2:13][CH2:12][N:11](C(OC(C)(C)C)=O)[CH2:10][CH2:9]2)=[CH:4][CH:3]=1.[ClH:23]. (4) The reactants are [H-].[Na+].[N+:3]([C:6]1[CH:7]=[C:8]([C:12]2[N:13]=[CH:14][NH:15][CH:16]=2)[CH:9]=[CH:10][CH:11]=1)([O-:5])=[O:4].[CH:17]1([N:22]([CH3:26])[C:23](Cl)=[O:24])[CH2:21][CH2:20][CH2:19][CH2:18]1.O. The catalyst is C1COCC1. The product is [CH:17]1([N:22]([CH3:26])[C:23]([N:15]2[CH:16]=[C:12]([C:8]3[CH:9]=[CH:10][CH:11]=[C:6]([N+:3]([O-:5])=[O:4])[CH:7]=3)[N:13]=[CH:14]2)=[O:24])[CH2:21][CH2:20][CH2:19][CH2:18]1. The yield is 0.760. (5) The reactants are C[O:2][C:3]([C:5]1[CH:15]=[CH:14][C:8]2[O:9][C:10]([F:13])([F:12])[O:11][C:7]=2[CH:6]=1)=O.[H-].[Al+3].[Li+].[H-].[H-].[H-].O.[OH-].[Na+]. The catalyst is O1CCCC1. The product is [F:13][C:10]1([F:12])[O:9][C:8]2[CH:14]=[CH:15][C:5]([CH2:3][OH:2])=[CH:6][C:7]=2[O:11]1. The yield is 0.760.